Dataset: Forward reaction prediction with 1.9M reactions from USPTO patents (1976-2016). Task: Predict the product of the given reaction. (1) Given the reactants [Cl:1][C:2]1[C:10]([I:11])=[CH:9][C:5]([C:6]([OH:8])=O)=[CH:4][N:3]=1.[Cl:12][C:13]([F:23])([F:22])[O:14][C:15]1[CH:21]=[CH:20][C:18]([NH2:19])=[CH:17][CH:16]=1, predict the reaction product. The product is: [Cl:1][C:2]1[C:10]([I:11])=[CH:9][C:5]([C:6]([NH:19][C:18]2[CH:20]=[CH:21][C:15]([O:14][C:13]([Cl:12])([F:22])[F:23])=[CH:16][CH:17]=2)=[O:8])=[CH:4][N:3]=1. (2) Given the reactants CC1C=CC(S(O[CH2:12][C@H:13]2[CH:22]=[CH:21][C:20]3[C:15](=[C:16]([C:23]4[C:28]([Cl:29])=[CH:27][CH:26]=[CH:25][C:24]=4[Cl:30])[CH:17]=[CH:18][CH:19]=3)[O:14]2)(=O)=O)=CC=1.[N-:31]=[N+:32]=[N-:33].[Na+], predict the reaction product. The product is: [N:31]([CH2:12][C@H:13]1[CH:22]=[CH:21][C:20]2[C:15](=[C:16]([C:23]3[C:28]([Cl:29])=[CH:27][CH:26]=[CH:25][C:24]=3[Cl:30])[CH:17]=[CH:18][CH:19]=2)[O:14]1)=[N+:32]=[N-:33]. (3) Given the reactants [NH2:1][C:2]1[N:6]2[CH:7]=[CH:8][CH:9]=[C:10]([O:11][CH2:12][CH2:13][CH2:14][C:15]3[CH:20]=[CH:19][C:18]([Cl:21])=[CH:17][C:16]=3[Cl:22])[C:5]2=[N:4][C:3]=1[CH3:23].[C:24](Cl)(=[O:26])[CH3:25].O.C(=O)(O)[O-].[Na+], predict the reaction product. The product is: [ClH:21].[C:24]([NH:1][C:2]1[N:6]2[CH:7]=[CH:8][CH:9]=[C:10]([O:11][CH2:12][CH2:13][CH2:14][C:15]3[CH:20]=[CH:19][C:18]([Cl:21])=[CH:17][C:16]=3[Cl:22])[C:5]2=[N:4][C:3]=1[CH3:23])(=[O:26])[CH3:25]. (4) Given the reactants O[Li].O.C[O:5][C:6]([C:8]1[CH:12]=[C:11]([C:13]2[CH:18]=[CH:17][CH:16]=[CH:15][CH:14]=2)[O:10][N:9]=1)=[O:7].C1COCC1.O, predict the reaction product. The product is: [C:13]1([C:11]2[O:10][N:9]=[C:8]([C:6]([OH:7])=[O:5])[CH:12]=2)[CH:14]=[CH:15][CH:16]=[CH:17][CH:18]=1. (5) Given the reactants [Cl:1][C:2]1[CH:27]=[CH:26][C:5]([CH2:6][N:7]2[C:12](=[O:13])[C:11](Br)=[N:10][N:9]([C:15]3[CH:16]=[C:17]([NH:21][C:22](=[O:24])[CH3:23])[CH:18]=[CH:19][CH:20]=3)[C:8]2=[O:25])=[CH:4][CH:3]=1.[CH3:28][O-:29].[Na+], predict the reaction product. The product is: [Cl:1][C:2]1[CH:27]=[CH:26][C:5]([CH2:6][N:7]2[C:12](=[O:13])[C:11]([O:29][CH3:28])=[N:10][N:9]([C:15]3[CH:16]=[C:17]([NH:21][C:22](=[O:24])[CH3:23])[CH:18]=[CH:19][CH:20]=3)[C:8]2=[O:25])=[CH:4][CH:3]=1.